From a dataset of Full USPTO retrosynthesis dataset with 1.9M reactions from patents (1976-2016). Predict the reactants needed to synthesize the given product. (1) Given the product [Br:1][C:2]1[NH:6][C:5]2[CH:7]=[N:14][NH:15][C:9](=[O:11])[C:4]=2[CH:3]=1, predict the reactants needed to synthesize it. The reactants are: [Br:1][C:2]1[NH:6][C:5]([CH:7]=O)=[C:4]([C:9]([O:11]C)=O)[CH:3]=1.O.[NH2:14][NH2:15].CO.C(Cl)Cl. (2) Given the product [O-:24][N+:1]1[CH:6]=[CH:5][CH:4]=[CH:3][C:2]=1/[CH:7]=[CH:8]/[C:9]([O:11][C:12]([CH3:15])([CH3:14])[CH3:13])=[O:10], predict the reactants needed to synthesize it. The reactants are: [N:1]1[CH:6]=[CH:5][CH:4]=[CH:3][C:2]=1/[CH:7]=[CH:8]/[C:9]([O:11][C:12]([CH3:15])([CH3:14])[CH3:13])=[O:10].ClC1C=CC=C(C(OO)=[O:24])C=1. (3) Given the product [Cl:1][C:2]1[C:10]2[C:5](=[CH:6][CH:7]=[CH:8][CH:9]=2)[NH:4][C:3]=1[C:11](=[O:13])[NH:26][CH2:27][C:28](=[O:30])[CH3:29], predict the reactants needed to synthesize it. The reactants are: [Cl:1][C:2]1[C:10]2[C:5](=[CH:6][CH:7]=[CH:8][CH:9]=2)[NH:4][C:3]=1[C:11]([OH:13])=O.CN(C)C=O.C(Cl)(=O)C(Cl)=O.Cl.[NH2:26][CH2:27][C:28](=[O:30])[CH3:29].C(N(CC)CC)C. (4) The reactants are: [N:1]1([C:10]2[C@:26]3([CH3:27])[CH:13]([CH:14]4[CH:23]([CH2:24][CH2:25]3)[C@:22]3([CH3:28])[C:17](=[CH:18][C:19](=[O:29])[CH2:20][CH2:21]3)[CH2:16][CH2:15]4)[CH2:12][CH:11]=2)[C:5]2[CH:6]=[CH:7][CH:8]=[CH:9][C:4]=2[N:3]=[CH:2]1.O.O.O.O.O.O.O.[Cl-].[Ce+3].[Cl-].[Cl-].[BH4-].[Na+].O. Given the product [N:1]1([C:10]2[C@:26]3([CH3:27])[CH:13]([CH:14]4[CH:23]([CH2:24][CH2:25]3)[C@:22]3([CH3:28])[C:17](=[CH:18][C@@H:19]([OH:29])[CH2:20][CH2:21]3)[CH2:16][CH2:15]4)[CH2:12][CH:11]=2)[C:5]2[CH:6]=[CH:7][CH:8]=[CH:9][C:4]=2[N:3]=[CH:2]1, predict the reactants needed to synthesize it. (5) The reactants are: [CH2:1]([N:8]1[N:12]=[N:11][C:10]([C:13]([CH3:20])([CH3:19])[C:14](OCC)=[O:15])=[N:9]1)[C:2]1[CH:7]=[CH:6][CH:5]=[CH:4][CH:3]=1.CC(C[AlH]CC(C)C)C.Cl.[NH4+].[Cl-]. Given the product [CH2:1]([N:8]1[N:12]=[N:11][C:10]([C:13]([CH3:20])([CH3:19])[CH:14]=[O:15])=[N:9]1)[C:2]1[CH:3]=[CH:4][CH:5]=[CH:6][CH:7]=1, predict the reactants needed to synthesize it. (6) Given the product [O:13]=[C:12]1[C:4]2[C:3](=[CH:11][C:7]3[O:8][CH2:9][O:10][C:6]=3[CH:5]=2)[CH:1]([C:42]#[N:43])[O:2]1, predict the reactants needed to synthesize it. The reactants are: [CH:1]([C:3]1[C:4]([C:12](N(C)C)=[O:13])=[CH:5][C:6]2[O:10][CH2:9][O:8][C:7]=2[CH:11]=1)=[O:2].[C-]#N.[K+].C1OCCOCCOCCOCCOCCOC1.C[Si]([C:42]#[N:43])(C)C.C(=O)(O)[O-].[Na+]. (7) Given the product [CH3:11][S:12]([O:10][CH2:1][CH2:2]/[CH:3]=[CH:4]\[CH2:5][CH2:6][CH2:7][CH2:8][CH3:9])(=[O:14])=[O:13], predict the reactants needed to synthesize it. The reactants are: [CH2:1]([OH:10])[CH2:2]/[CH:3]=[CH:4]\[CH2:5][CH2:6][CH2:7][CH2:8][CH3:9].[CH3:11][S:12](Cl)(=[O:14])=[O:13].C(N(CC)CC)C. (8) Given the product [O:39]1[CH2:40][CH2:41][CH2:42][CH2:43][CH:44]1[O:1][C@@H:2]1[CH2:10][C@@H:5]2[O:6][C:7](=[O:9])[CH2:8][C@@H:4]2[C@H:3]1[CH2:11][CH2:12][C@@H:13]([O:26][CH:31]1[CH2:32][CH2:33][CH2:28][CH2:38][O:46]1)[CH2:14][O:15][C:16]1[CH:21]=[CH:20][CH:19]=[C:18]([C:22]([F:25])([F:23])[F:24])[CH:17]=1, predict the reactants needed to synthesize it. The reactants are: [OH:1][C@@H:2]1[CH2:10][C@@H:5]2[O:6][C:7](=[O:9])[CH2:8][C@@H:4]2[C@H:3]1[CH2:11][CH2:12][C@@H:13]([OH:26])[CH2:14][O:15][C:16]1[CH:21]=[CH:20][CH:19]=[C:18]([C:22]([F:25])([F:24])[F:23])[CH:17]=1.O.[C:28]1([CH3:38])[CH:33]=[CH:32][C:31](S(O)(=O)=O)=CC=1.[O:39]1[CH:44]=[CH:43][CH2:42][CH2:41][CH2:40]1.C([O-])(O)=[O:46].[Na+]. (9) Given the product [CH3:7][C:8]([CH3:12])=[CH:9][CH:10]1[O:6][CH:3]([CH:2]=[CH2:1])[CH2:4][O:5]1, predict the reactants needed to synthesize it. The reactants are: [CH2:1]=[CH:2][CH:3]([OH:6])[CH2:4][OH:5].[CH3:7][C:8]([CH3:12])=[CH:9][CH:10]=O. (10) Given the product [C:15]1([C:25]2[NH:1][N:2]=[C:3]([C:5]3[C:14]4[C:9](=[CH:10][CH:11]=[CH:12][CH:13]=4)[CH:8]=[CH:7][N:6]=3)[N:4]=2)[C:24]2[C:19](=[CH:20][CH:21]=[CH:22][CH:23]=2)[CH:18]=[CH:17][CH:16]=1, predict the reactants needed to synthesize it. The reactants are: [NH2:1][NH:2][C:3]([C:5]1[C:14]2[C:9](=[CH:10][CH:11]=[CH:12][CH:13]=2)[CH:8]=[CH:7][N:6]=1)=[NH:4].[C:15]1([CH:25]=O)[C:24]2[C:19](=[CH:20][CH:21]=[CH:22][CH:23]=2)[CH:18]=[CH:17][CH:16]=1.